From a dataset of Peptide-MHC class I binding affinity with 185,985 pairs from IEDB/IMGT. Regression. Given a peptide amino acid sequence and an MHC pseudo amino acid sequence, predict their binding affinity value. This is MHC class I binding data. (1) The peptide sequence is TKDETREQL. The MHC is HLA-B58:01 with pseudo-sequence HLA-B58:01. The binding affinity (normalized) is 0.0847. (2) The peptide sequence is LVFKFGLPR. The MHC is HLA-A03:01 with pseudo-sequence HLA-A03:01. The binding affinity (normalized) is 0.732. (3) The peptide sequence is LQSLENVAY. The MHC is HLA-A02:01 with pseudo-sequence HLA-A02:01. The binding affinity (normalized) is 0.0847. (4) The peptide sequence is RPRRASSPF. The MHC is HLA-B40:01 with pseudo-sequence HLA-B40:01. The binding affinity (normalized) is 0.0847.